The task is: Predict the reactants needed to synthesize the given product.. This data is from Full USPTO retrosynthesis dataset with 1.9M reactions from patents (1976-2016). (1) Given the product [NH2:30][C:31]1[S:35][C:34]([C:36]2[CH:41]=[C:40]([F:42])[CH:39]=[CH:38][C:37]=2[F:43])=[N:33][C:32]=1[C:44]([NH:1][C:2]1[CH:3]=[N:4][N:5]([CH3:22])[C:6]=1[N:7]1[CH2:13][CH2:12][C@@H:11]([F:14])[C@@H:10]([NH2:15])[CH2:9][CH2:8]1)=[O:45], predict the reactants needed to synthesize it. The reactants are: [NH2:1][C:2]1[CH:3]=[N:4][N:5]([CH3:22])[C:6]=1[N:7]1[CH2:13][CH2:12][CH:11]([F:14])[CH:10]([NH:15]C(=O)C(F)(F)F)[CH2:9][CH2:8]1.C(OC([NH:30][C:31]1[S:35][C:34]([C:36]2[CH:41]=[C:40]([F:42])[CH:39]=[CH:38][C:37]=2[F:43])=[N:33][C:32]=1[C:44](O)=[O:45])=O)(C)(C)C. (2) Given the product [NH2:2][CH2:1][CH:3]([C:12]1[CH:17]=[CH:16][CH:15]=[C:14]([F:18])[C:13]=1[F:19])[CH2:4][CH2:5][CH2:6][C:7]([O:9][CH2:10][CH3:11])=[O:8], predict the reactants needed to synthesize it. The reactants are: [C:1]([CH:3]([C:12]1[CH:17]=[CH:16][CH:15]=[C:14]([F:18])[C:13]=1[F:19])[CH2:4][CH2:5][CH2:6][C:7]([O:9][CH2:10][CH3:11])=[O:8])#[N:2]. (3) Given the product [CH3:1][O:2][C:3]1[C:24]([O:25][CH3:26])=[CH:23][C:6]2[S:7][C:8]([C:10]([NH:12][C:13]3[CH:22]=[CH:21][CH:20]=[CH:19][C:14]=3[C:15]([OH:17])=[O:16])=[O:11])=[CH:9][C:5]=2[CH:4]=1, predict the reactants needed to synthesize it. The reactants are: [CH3:1][O:2][C:3]1[C:24]([O:25][CH3:26])=[CH:23][C:6]2[S:7][C:8]([C:10]([NH:12][C:13]3[CH:22]=[CH:21][CH:20]=[CH:19][C:14]=3[C:15]([O:17]C)=[O:16])=[O:11])=[CH:9][C:5]=2[CH:4]=1.[OH-].[Na+]. (4) Given the product [CH2:25]([O:27][N:28]=[C:7]1[C:6]2[C:11](=[CH:12][C:3]([O:2][CH3:1])=[CH:4][CH:5]=2)[O:10][CH:9]([C:13]2[CH:22]=[CH:21][C:16]([C:17]([O:19][CH3:20])=[O:18])=[CH:15][N:14]=2)[CH2:8]1)[CH3:26], predict the reactants needed to synthesize it. The reactants are: [CH3:1][O:2][C:3]1[CH:12]=[C:11]2[C:6]([C:7](=O)[CH2:8][CH:9]([C:13]3[CH:22]=[CH:21][C:16]([C:17]([O:19][CH3:20])=[O:18])=[CH:15][N:14]=3)[O:10]2)=[CH:5][CH:4]=1.Cl.[CH2:25]([O:27][NH2:28])[CH3:26].C([O-])(=O)C.[K+]. (5) Given the product [F:1][C:2]1[CH:3]=[CH:4][C:5]([O:22][CH3:23])=[C:6]([CH2:8][CH2:9][NH:10][CH2:11][C:12]2[CH:13]=[CH:14][C:15]([C:16]([O:18][CH3:19])=[O:17])=[CH:20][CH:21]=2)[CH:7]=1, predict the reactants needed to synthesize it. The reactants are: [F:1][C:2]1[CH:3]=[CH:4][C:5]([O:22][CH3:23])=[C:6]([CH2:8][CH2:9][N:10]=[CH:11][C:12]2[CH:21]=[CH:20][C:15]([C:16]([O:18][CH3:19])=[O:17])=[CH:14][CH:13]=2)[CH:7]=1.[BH4-].[Na+].O. (6) Given the product [CH3:46][O:47][C:48](=[O:55])[C:49]([CH2:52][CH3:53])([NH:54][C:37]([C:35]1[CH:34]=[N:33][C:32]([N:40]2[CH2:45][CH2:44][O:43][CH2:42][CH2:41]2)=[C:31]([O:30][CH2:29][CH2:28][O:27][CH3:26])[N:36]=1)=[O:39])[CH2:50][CH3:51], predict the reactants needed to synthesize it. The reactants are: OC[C@@H](NC(C1C=NC(N2CCCC2)=C(OCCC)N=1)=O)CC(C)C.[CH3:26][O:27][CH2:28][CH2:29][O:30][C:31]1[N:36]=[C:35]([C:37]([OH:39])=O)[CH:34]=[N:33][C:32]=1[N:40]1[CH2:45][CH2:44][O:43][CH2:42][CH2:41]1.[CH3:46][O:47][C:48](=[O:55])[C:49]([NH2:54])([CH2:52][CH3:53])[CH2:50][CH3:51].